This data is from Reaction yield outcomes from USPTO patents with 853,638 reactions. The task is: Predict the reaction yield, written as a fraction of the theoretical maximum amount of product (1.0 means a 100% yield; for example, 0.34 means a 34% yield). (1) The reactants are [N:1]1([C:6]([CH2:17][C:18]#[N:19])([C:12]([O:14][CH2:15][CH3:16])=[O:13])[C:7](OCC)=[O:8])[CH:5]=[CH:4][CH:3]=[CH:2]1.C(N)(=[O:22])C.C(=O)([O-])[O-].[Na+].[Na+]. The catalyst is O1CCCC1.O.[Pd](Cl)Cl. The product is [N:1]1([C:6]2([C:12]([O:14][CH2:15][CH3:16])=[O:13])[CH2:17][C:18](=[O:22])[NH:19][C:7]2=[O:8])[CH:5]=[CH:4][CH:3]=[CH:2]1. The yield is 0.540. (2) The yield is 0.900. The product is [O:53]=[C:52]([CH2:51][CH2:50][CH2:49][C:48](=[O:47])[NH:55][C:56]1[CH:57]=[N:58][C:59]([C:62]2[N:63]=[N:64][C:65]([C:68]3[CH:73]=[CH:72][CH:71]=[CH:70][N:69]=3)=[N:66][N:67]=2)=[CH:60][CH:61]=1)[NH:1][CH2:2][CH2:3][O:4][CH2:5][CH2:6][O:7][CH2:8][CH2:9][O:10][CH2:11][CH2:12][O:13][CH2:14][CH2:15][O:16][CH2:17][CH2:18][O:19][CH2:20][CH2:21][O:22][CH2:23][CH2:24][O:25][CH2:26][CH2:27][O:28][CH2:29][CH2:30][O:31][CH2:32][CH2:33][O:34][CH2:35][CH2:36][O:37][CH2:38][CH2:39][C:40]([O:42][C:43]([CH3:46])([CH3:45])[CH3:44])=[O:41]. The reactants are [NH2:1][CH2:2][CH2:3][O:4][CH2:5][CH2:6][O:7][CH2:8][CH2:9][O:10][CH2:11][CH2:12][O:13][CH2:14][CH2:15][O:16][CH2:17][CH2:18][O:19][CH2:20][CH2:21][O:22][CH2:23][CH2:24][O:25][CH2:26][CH2:27][O:28][CH2:29][CH2:30][O:31][CH2:32][CH2:33][O:34][CH2:35][CH2:36][O:37][CH2:38][CH2:39][C:40]([O:42][C:43]([CH3:46])([CH3:45])[CH3:44])=[O:41].[O:47]=[C:48]([NH:55][C:56]1[CH:57]=[N:58][C:59]([C:62]2[N:63]=[N:64][C:65]([C:68]3[CH:73]=[CH:72][CH:71]=[CH:70][N:69]=3)=[N:66][N:67]=2)=[CH:60][CH:61]=1)[CH2:49][CH2:50][CH2:51][C:52](O)=[O:53].F[P-](F)(F)(F)(F)F.N1(O[P+](N(C)C)(N(C)C)N(C)C)C2C=CC=CC=2N=N1.CCN(C(C)C)C(C)C. The catalyst is CN(C=O)C.C1(C)C=CC=CC=1.